This data is from Forward reaction prediction with 1.9M reactions from USPTO patents (1976-2016). The task is: Predict the product of the given reaction. Given the reactants O1CCCCC1[N:7]1[C:11](B2OC(C)(C)C(C)(C)O2)=[CH:10][CH:9]=[N:8]1.[O-]P([O-])([O-])=O.[K+].[K+].[K+].Br[C:30]1[C:31]([N:50]2[CH2:53][CH:52]([OH:54])[CH2:51]2)=[N:32][CH:33]=[C:34]([CH:49]=1)[C:35]([NH:37][C:38]1[CH:43]=[CH:42][C:41]([O:44][C:45]([F:48])([F:47])[F:46])=[CH:40][CH:39]=1)=[O:36].C(O)(C(F)(F)F)=O.C([O-])([O-])=O.[Na+].[Na+], predict the reaction product. The product is: [OH:54][CH:52]1[CH2:53][N:50]([C:31]2[C:30]([C:11]3[NH:7][N:8]=[CH:9][CH:10]=3)=[CH:49][C:34]([C:35]([NH:37][C:38]3[CH:39]=[CH:40][C:41]([O:44][C:45]([F:48])([F:47])[F:46])=[CH:42][CH:43]=3)=[O:36])=[CH:33][N:32]=2)[CH2:51]1.